Dataset: Catalyst prediction with 721,799 reactions and 888 catalyst types from USPTO. Task: Predict which catalyst facilitates the given reaction. (1) Reactant: [NH2:1][CH2:2][CH2:3][CH2:4][OH:5].CS(O[CH2:11][C@@H:12]([NH:14][S:15]([C:18]1[CH:23]=[CH:22][CH:21]=[CH:20][C:19]=1[N+:24]([O-:26])=[O:25])(=[O:17])=[O:16])[CH3:13])(=O)=O. Product: [OH:5][CH2:4][CH2:3][CH2:2][NH:1][CH2:13][C@@H:12]([NH:14][S:15]([C:18]1[CH:23]=[CH:22][CH:21]=[CH:20][C:19]=1[N+:24]([O-:26])=[O:25])(=[O:17])=[O:16])[CH3:11]. The catalyst class is: 10. (2) Reactant: [Cl:1][C:2]1[N:7]2[CH:8]=[CH:9][N:10]=[C:6]2[C:5]([O:11][CH2:12][C@@H:13]2[CH2:18][CH2:17][CH2:16][N:15](C(OC(C)(C)C)=O)[CH2:14]2)=[N:4][C:3]=1[C:26]1[CH:31]=[CH:30][C:29]([C:32]#[N:33])=[CH:28][CH:27]=1.F[C:35](F)(F)[C:36](O)=[O:37].BrCCO. Product: [Cl:1][C:2]1[N:7]2[CH:8]=[CH:9][N:10]=[C:6]2[C:5]([O:11][CH2:12][C@@H:13]2[CH2:18][CH2:17][CH2:16][N:15]([CH2:35][CH2:36][OH:37])[CH2:14]2)=[N:4][C:3]=1[C:26]1[CH:27]=[CH:28][C:29]([C:32]#[N:33])=[CH:30][CH:31]=1. The catalyst class is: 2.